Dataset: Catalyst prediction with 721,799 reactions and 888 catalyst types from USPTO. Task: Predict which catalyst facilitates the given reaction. (1) Reactant: C(N(CC)CC)C.O1CCCC1.[NH2:13][C:14]1[C:22]([O:23][CH3:24])=[C:21]([F:25])[C:20]([I:26])=[C:19]([CH3:27])[C:15]=1[C:16]([NH2:18])=O.[F:28][C:29]([F:40])([F:39])[C:30](O[C:30](=[O:31])[C:29]([F:40])([F:39])[F:28])=[O:31]. Product: [C:16]([C:15]1[C:19]([CH3:27])=[C:20]([I:26])[C:21]([F:25])=[C:22]([O:23][CH3:24])[C:14]=1[NH:13][C:30](=[O:31])[C:29]([F:40])([F:39])[F:28])#[N:18]. The catalyst class is: 13. (2) Reactant: [C:1]1([PH+:7]([C:14]2[CH:19]=[CH:18][CH:17]=[CH:16][CH:15]=2)[C:8]2[CH:13]=[CH:12][CH:11]=[CH:10][CH:9]=2)[CH:6]=[CH:5][CH:4]=[CH:3][CH:2]=1.BrC[C:22]1[CH:27]=[CH:26][C:25]([C:28]([C:44]2[CH:49]=[CH:48][CH:47]=[CH:46][CH:45]=2)=[C:29]([C:36]2[CH:41]=[CH:40][C:39](CBr)=[CH:38][CH:37]=2)[C:30]2[CH:35]=[CH:34][CH:33]=[CH:32][CH:31]=2)=[CH:24][CH:23]=1.[C:50]1([P:56]([C:63]2[CH:68]=[CH:67][CH:66]=[CH:65][CH:64]=2)[C:57]2[CH:62]=[CH:61][CH:60]=[CH:59][CH:58]=2)[CH:55]=[CH:54][CH:53]=[CH:52][CH:51]=1.C1(C)C=CC=CC=1. Product: [C:25]1([C:28]([C:44]2[CH:45]=[CH:46][CH:47]=[CH:48][CH:49]=2)=[C:29]([C:30]2[CH:31]=[CH:32][CH:33]=[CH:34][CH:35]=2)[C:36]2[CH:41]=[CH:40][CH:39]=[CH:38][CH:37]=2)[CH:24]=[CH:23][CH:22]=[CH:27][CH:26]=1.[C:14]1([PH+:7]([C:1]2[CH:2]=[CH:3][CH:4]=[CH:5][CH:6]=2)[C:8]2[CH:13]=[CH:12][CH:11]=[CH:10][CH:9]=2)[CH:15]=[CH:16][CH:17]=[CH:18][CH:19]=1.[C:63]1([PH+:56]([C:50]2[CH:51]=[CH:52][CH:53]=[CH:54][CH:55]=2)[C:57]2[CH:62]=[CH:61][CH:60]=[CH:59][CH:58]=2)[CH:64]=[CH:65][CH:66]=[CH:67][CH:68]=1. The catalyst class is: 3. (3) Reactant: [CH2:1]([O:8][N:9]([C@H:22]1[CH2:27][N:26]([C:28]([O:30][C:31]([CH3:34])([CH3:33])[CH3:32])=[O:29])[C@H:25]([C:35]2[S:39][N:38]=[CH:37][N:36]=2)[CH2:24][CH2:23]1)S(C1C=CC=CC=1[N+]([O-])=O)(=O)=O)[C:2]1[CH:7]=[CH:6][CH:5]=[CH:4][CH:3]=1.O[Li].O.SCC(O)=O. Product: [CH2:1]([O:8][NH:9][C@H:22]1[CH2:27][N:26]([C:28]([O:30][C:31]([CH3:34])([CH3:33])[CH3:32])=[O:29])[C@H:25]([C:35]2[S:39][N:38]=[CH:37][N:36]=2)[CH2:24][CH2:23]1)[C:2]1[CH:7]=[CH:6][CH:5]=[CH:4][CH:3]=1. The catalyst class is: 31. (4) Reactant: [C:1]([O:5][P:6]([O-:13])([O:8][C:9]([CH3:12])([CH3:11])[CH3:10])=[O:7])([CH3:4])([CH3:3])[CH3:2].C[N+](C)(C)C.[Cl:19][CH2:20]I. Product: [P:6]([O:13][CH2:20][Cl:19])([O:5][C:1]([CH3:4])([CH3:3])[CH3:2])([O:8][C:9]([CH3:12])([CH3:11])[CH3:10])=[O:7]. The catalyst class is: 216. (5) Reactant: C([O:5][C:6](=[O:37])[CH2:7][N:8]([S:26]([C:29]1[CH:34]=[C:33]([Cl:35])[CH:32]=[C:31]([Cl:36])[CH:30]=1)(=[O:28])=[O:27])[C:9]1[CH:10]=[C:11]2[C:15](=[CH:16][CH:17]=1)[N:14]([C:18]1[CH:23]=[C:22]([Cl:24])[N:21]=[C:20]([Cl:25])[N:19]=1)[CH:13]=[CH:12]2)(C)(C)C.FC(F)(F)C(O)=O. Product: [Cl:35][C:33]1[CH:34]=[C:29]([S:26]([N:8]([CH2:7][C:6]([OH:37])=[O:5])[C:9]2[CH:10]=[C:11]3[C:15](=[CH:16][CH:17]=2)[N:14]([C:18]2[CH:23]=[C:22]([Cl:24])[N:21]=[C:20]([Cl:25])[N:19]=2)[CH:13]=[CH:12]3)(=[O:28])=[O:27])[CH:30]=[C:31]([Cl:36])[CH:32]=1. The catalyst class is: 4. (6) Reactant: [NH2:1][C:2]1[C:3]([C:8]([NH2:10])=[O:9])=[N:4][N:5]([CH3:7])[CH:6]=1.[C:11]([O:15][C:16]([N:18]([CH2:34][CH:35]1[CH2:37][CH2:36]1)[C:19]1[CH:24]=[C:23]([C:25]2[CH:30]=[CH:29][CH:28]=[C:27]([C:31](O)=[O:32])[N:26]=2)[CH:22]=[CH:21][N:20]=1)=[O:17])([CH3:14])([CH3:13])[CH3:12].C1C=CC2N(O)N=NC=2C=1.CCN(CC)CC.C(Cl)CCl. Product: [C:8]([C:3]1[C:2]([NH:1][C:31]([C:27]2[N:26]=[C:25]([C:23]3[CH:22]=[CH:21][N:20]=[C:19]([N:18]([CH2:34][CH:35]4[CH2:37][CH2:36]4)[C:16](=[O:17])[O:15][C:11]([CH3:14])([CH3:13])[CH3:12])[CH:24]=3)[CH:30]=[CH:29][CH:28]=2)=[O:32])=[CH:6][N:5]([CH3:7])[N:4]=1)(=[O:9])[NH2:10]. The catalyst class is: 31. (7) Reactant: Br[CH2:2][C:3]1[CH:8]=[CH:7][C:6]([C:9](=[O:11])[CH3:10])=[CH:5][CH:4]=1.[CH3:12][N:13]1[CH2:18][CH2:17][NH:16][CH2:15][CH2:14]1.C(NC(C)C)(C)C.C([O-])(O)=O.[Na+]. Product: [CH3:12][N:13]1[CH2:18][CH2:17][N:16]([CH2:2][C:3]2[CH:8]=[CH:7][C:6]([C:9](=[O:11])[CH3:10])=[CH:5][CH:4]=2)[CH2:15][CH2:14]1. The catalyst class is: 1.